From a dataset of Forward reaction prediction with 1.9M reactions from USPTO patents (1976-2016). Predict the product of the given reaction. (1) Given the reactants [F:1][C:2]1[CH:3]=[C:4]2C(=[CH:9][CH:10]=1)NC(=O)[C:5]2=[N:12][N:13]=CC1(C)CC(C)(C(O)=O)CN1.Cl.C(N=C=NCCCN(C)C)C.[OH:37][C:38]1C2N=NNC=2[CH:41]=[CH:40][CH:39]=1.C([N:49]([CH2:52][CH3:53])[CH2:50][CH3:51])C.[NH2:54][C:55]1[CH:60]=[C:59]([O:61][CH3:62])[CH:58]=[CH:57][C:56]=1[NH:63][C:64](=[O:75])[C:65]1[CH:70]=[CH:69][C:68]([NH:71][CH2:72][CH2:73][NH2:74])=[N:67][CH:66]=1.[CH3:76][N:77]([CH:79]=[O:80])C, predict the reaction product. The product is: [NH2:54][C:55]1[CH:60]=[C:59]([O:61][CH3:62])[CH:58]=[CH:57][C:56]=1[NH:63][C:64](=[O:75])[C:65]1[CH:70]=[CH:69][C:68]([NH:71][CH2:72][CH2:73][NH:74][C:38]([C:39]2[C:40]([CH3:41])=[C:52]([CH:53]=[N:13][N:12]=[C:5]3[C:4]4[C:76](=[CH:9][CH:10]=[C:2]([F:1])[CH:3]=4)[NH:77][C:79]3=[O:80])[NH:49][C:50]=2[CH3:51])=[O:37])=[N:67][CH:66]=1. (2) Given the reactants [Cl:1][C:2]1[C:3]([N:17]2[CH2:22][CH2:21][CH2:20][C@@H:19]([NH:23]C(=O)OC(C)(C)C)[CH2:18]2)=[C:4]2[C:10]([NH:11][C:12](=[O:16])[CH2:13][O:14][CH3:15])=[CH:9][NH:8][C:5]2=[N:6][CH:7]=1.C(O)(C(F)(F)F)=O, predict the reaction product. The product is: [ClH:1].[NH2:23][C@@H:19]1[CH2:20][CH2:21][CH2:22][N:17]([C:3]2[C:2]([Cl:1])=[CH:7][N:6]=[C:5]3[NH:8][CH:9]=[C:10]([NH:11][C:12](=[O:16])[CH2:13][O:14][CH3:15])[C:4]=23)[CH2:18]1. (3) Given the reactants [Cl:1][C:2]1[CH:3]=[C:4]([OH:9])[CH:5]=[CH:6][C:7]=1[Cl:8].[H-].[Na+].[CH:12]([N:25]1[CH2:28][CH:27](OS(C)(=O)=O)[CH2:26]1)([C:19]1[CH:24]=[CH:23][CH:22]=[CH:21][CH:20]=1)[C:13]1[CH:18]=[CH:17][CH:16]=[CH:15][CH:14]=1, predict the reaction product. The product is: [CH:12]([N:25]1[CH2:28][CH:27]([O:9][C:4]2[CH:5]=[CH:6][C:7]([Cl:8])=[C:2]([Cl:1])[CH:3]=2)[CH2:26]1)([C:19]1[CH:20]=[CH:21][CH:22]=[CH:23][CH:24]=1)[C:13]1[CH:14]=[CH:15][CH:16]=[CH:17][CH:18]=1. (4) Given the reactants [CH3:1][C:2]1[S:3][C:4]([C:17]2[CH:22]=[CH:21][CH:20]=[CH:19][CH:18]=2)=[C:5]([C:7]([N:9]2[CH2:14][C@@H:13]3[C@@H:11]([CH2:12]3)[C@H:10]2[CH2:15][OH:16])=[O:8])[N:6]=1.[H-].[Na+].[F:25][C:26]1[CH:33]=[CH:32][C:29]([CH2:30]Br)=[CH:28][CH:27]=1, predict the reaction product. The product is: [F:25][C:26]1[CH:33]=[CH:32][C:29]([CH2:30][O:16][CH2:15][C@H:10]2[N:9]([C:7]([C:5]3[N:6]=[C:2]([CH3:1])[S:3][C:4]=3[C:17]3[CH:22]=[CH:21][CH:20]=[CH:19][CH:18]=3)=[O:8])[CH2:14][C@@H:13]3[C@H:11]2[CH2:12]3)=[CH:28][CH:27]=1. (5) Given the reactants [NH2:1][C:2]1[CH:22]=[C:21]([F:23])[C:20]([F:24])=[CH:19][C:3]=1[NH:4][C:5]1[S:9][C:8]2[CH:10]=[CH:11][CH:12]=[CH:13][C:7]=2[C:6]=1[C:14](OCC)=O.[CH3:25][N:26]1[CH2:31][CH2:30][NH:29][CH2:28][CH2:27]1.C1(OC)C=CC=CC=1, predict the reaction product. The product is: [F:24][C:20]1[C:21]([F:23])=[CH:22][C:2]2[N:1]=[C:14]([N:29]3[CH2:30][CH2:31][N:26]([CH3:25])[CH2:27][CH2:28]3)[C:6]3[C:7]4[CH:13]=[CH:12][CH:11]=[CH:10][C:8]=4[S:9][C:5]=3[NH:4][C:3]=2[CH:19]=1. (6) The product is: [CH2:1]([C@@:5]1([CH2:29][CH3:30])[NH:11][C@H:10]([C:12]2[CH:13]=[CH:14][CH:15]=[CH:16][CH:17]=2)[C:9]2[CH:18]=[C:19]([O:25][CH3:26])[C:20]([C:22]([NH:64][CH:65]([CH2:66][C:67]([O:69][CH3:70])=[O:68])[CH2:71][C:72]([O:74][CH3:75])=[O:73])=[O:23])=[CH:21][C:8]=2[S:7](=[O:27])(=[O:28])[CH2:6]1)[CH2:2][CH2:3][CH3:4]. Given the reactants [CH2:1]([C@@:5]1([CH2:29][CH3:30])[NH:11][C@H:10]([C:12]2[CH:17]=[CH:16][CH:15]=[CH:14][CH:13]=2)[C:9]2[CH:18]=[C:19]([O:25][CH3:26])[C:20]([C:22](O)=[O:23])=[CH:21][C:8]=2[S:7](=[O:28])(=[O:27])[CH2:6]1)[CH2:2][CH2:3][CH3:4].CCN(C(C)C)C(C)C.CN(C(ON1N=NC2C=CC=NC1=2)=[N+](C)C)C.F[P-](F)(F)(F)(F)F.[NH2:64][CH:65]([CH2:71][C:72]([O:74][CH3:75])=[O:73])[CH2:66][C:67]([O:69][CH3:70])=[O:68], predict the reaction product. (7) Given the reactants O=[C:2]1[CH:11]=[CH:10][C:9]2[C:4](=[CH:5][CH:6]=[C:7]([S:12][C:13]3[CH:14]=[C:15]([C:19]4([C:25]#[N:26])[CH2:24][CH2:23][O:22][CH2:21][CH2:20]4)[CH:16]=[CH:17][CH:18]=3)[CH:8]=2)[NH:3]1.CCOC(C)=O.C([O-])(O)=O.[Na+].P(Cl)(Cl)([Cl:40])=O, predict the reaction product. The product is: [Cl:40][C:2]1[CH:11]=[CH:10][C:9]2[C:4](=[CH:5][CH:6]=[C:7]([S:12][C:13]3[CH:14]=[C:15]([C:19]4([C:25]#[N:26])[CH2:24][CH2:23][O:22][CH2:21][CH2:20]4)[CH:16]=[CH:17][CH:18]=3)[CH:8]=2)[N:3]=1. (8) Given the reactants CO[C:3](=[O:23])[C:4]1[C:9]([Br:10])=[CH:8][C:7]([Br:11])=[CH:6][C:5]=1[NH:12][C:13](=[O:22])[CH:14]([C:16]1[CH:21]=[CH:20][CH:19]=[CH:18][CH:17]=1)[CH3:15].[Li+].C[Si]([N-][Si](C)(C)C)(C)C, predict the reaction product. The product is: [Br:10][C:9]1[CH:8]=[C:7]([Br:11])[CH:6]=[C:5]2[C:4]=1[C:3](=[O:23])[C:14]([CH3:15])([C:16]1[CH:17]=[CH:18][CH:19]=[CH:20][CH:21]=1)[C:13](=[O:22])[NH:12]2. (9) Given the reactants [C:1]1([CH:7]=[N:8][C:9]2[CH:18]=[CH:17][CH:16]=[C:15]3[C:10]=2[CH:11]=[CH:12][C:13]([OH:19])=[CH:14]3)[CH:6]=[CH:5][CH:4]=[CH:3][CH:2]=1.[CH2:20](I)[CH3:21].O, predict the reaction product. The product is: [CH2:20]([O:19][C:13]1[CH:14]=[C:15]2[C:10](=[CH:11][CH:12]=1)[C:9]([N:8]=[CH:7][C:1]1[CH:2]=[CH:3][CH:4]=[CH:5][CH:6]=1)=[CH:18][CH:17]=[CH:16]2)[CH3:21]. (10) Given the reactants [I:1][C:2]1[CH:6]=[CH:5][NH:4][N:3]=1.[H-].[Na+].F[C:10]1[CH:11]=[N:12][CH:13]=[CH:14][CH:15]=1, predict the reaction product. The product is: [I:1][C:2]1[CH:6]=[CH:5][N:4]([C:10]2[CH:11]=[N:12][CH:13]=[CH:14][CH:15]=2)[N:3]=1.